Dataset: Forward reaction prediction with 1.9M reactions from USPTO patents (1976-2016). Task: Predict the product of the given reaction. Given the reactants [NH2:1][C:2]1[CH:7]=[N:6][C:5]([C:8]2[CH:13]=[CH:12][CH:11]=[C:10]([OH:14])[CH:9]=2)=[CH:4][N:3]=1.Cl[C:16]([O:18][C:19]1[CH:24]=[CH:23][CH:22]=[CH:21][CH:20]=1)=[O:17].O, predict the reaction product. The product is: [OH:14][C:10]1[CH:9]=[C:8]([C:5]2[N:6]=[CH:7][C:2]([NH:1][C:16](=[O:17])[O:18][C:19]3[CH:24]=[CH:23][CH:22]=[CH:21][CH:20]=3)=[N:3][CH:4]=2)[CH:13]=[CH:12][CH:11]=1.